From a dataset of Peptide-MHC class II binding affinity with 134,281 pairs from IEDB. Regression. Given a peptide amino acid sequence and an MHC pseudo amino acid sequence, predict their binding affinity value. This is MHC class II binding data. (1) The peptide sequence is APEVKYTVKETALKK. The MHC is HLA-DPA10201-DPB10501 with pseudo-sequence HLA-DPA10201-DPB10501. The binding affinity (normalized) is 0.283. (2) The peptide sequence is GFLQIVDKIDAAFKI. The MHC is DRB3_0101 with pseudo-sequence DRB3_0101. The binding affinity (normalized) is 0.800. (3) The peptide sequence is AAGVPPADKYRTFVA. The MHC is HLA-DPA10201-DPB11401 with pseudo-sequence HLA-DPA10201-DPB11401. The binding affinity (normalized) is 0.0733. (4) The peptide sequence is KIGIGVLLTWIGLNS. The MHC is DRB1_0701 with pseudo-sequence DRB1_0701. The binding affinity (normalized) is 0.170. (5) The peptide sequence is KFTYLINYIQDEINT. The MHC is DRB5_0101 with pseudo-sequence DRB5_0101. The binding affinity (normalized) is 0.386. (6) The peptide sequence is KAFVLDSDNLIPKVV. The MHC is HLA-DQA10102-DQB10502 with pseudo-sequence HLA-DQA10102-DQB10502. The binding affinity (normalized) is 0.530. (7) The peptide sequence is PIEHIASMRRNYFTA. The MHC is DRB1_0701 with pseudo-sequence DRB1_0701. The binding affinity (normalized) is 0.175. (8) The peptide sequence is ADAGYAPATPAAAGA. The MHC is HLA-DQA10501-DQB10301 with pseudo-sequence HLA-DQA10501-DQB10301. The binding affinity (normalized) is 0.814. (9) The peptide sequence is INELIASGSEKLASV. The MHC is HLA-DQA10501-DQB10201 with pseudo-sequence HLA-DQA10501-DQB10201. The binding affinity (normalized) is 0.213. (10) The peptide sequence is AEVRSYCYLATVSDLSTK. The MHC is DRB1_0401 with pseudo-sequence DRB1_0401. The binding affinity (normalized) is 0.271.